This data is from Reaction yield outcomes from USPTO patents with 853,638 reactions. The task is: Predict the reaction yield, written as a fraction of the theoretical maximum amount of product (1.0 means a 100% yield; for example, 0.34 means a 34% yield). (1) The reactants are [Cl:1][C:2]1[CH:6]=[CH:5][N:4]([CH2:7][C:8](=O)[CH2:9][CH3:10])[C:3]=1[C:12]([O:14]C)=O.[NH3:16].CO. No catalyst specified. The product is [Cl:1][C:2]1[CH:6]=[CH:5][N:4]2[CH:7]=[C:8]([CH2:9][CH3:10])[NH:16][C:12](=[O:14])[C:3]=12. The yield is 0.450. (2) The reactants are C[O:2][C:3]1[CH:4]=[CH:5][C:6]2[CH:10]=[CH:9][S:8][C:7]=2[CH:11]=1.[Li][CH2:13][CH2:14]CC.C(I)C. No catalyst specified. The product is [CH2:13]([C:9]1[S:8][C:7]2[CH:11]=[C:3]([OH:2])[CH:4]=[CH:5][C:6]=2[CH:10]=1)[CH3:14]. The yield is 0.900. (3) The product is [O:8]1[C:12]2[CH:13]=[CH:14][C:15]([C:17]3[N:21]=[C:20]([CH:22]4[CH2:27][CH2:26][N:25]([C:1](=[O:3])[CH3:2])[CH2:24][CH2:23]4)[NH:19][C:18]=3[C:38]3[CH:43]=[CH:42][CH:41]=[CH:40][N:39]=3)=[CH:16][C:11]=2[O:10][CH2:9]1. The reactants are [C:1](OC(=O)C)(=[O:3])[CH3:2].[O:8]1[C:12]2[CH:13]=[CH:14][C:15]([C:17]3[N:21]=[C:20]([CH:22]4[CH2:27][CH2:26][N:25](S(CC5C=CC=CC=5)(=O)=O)[CH2:24][CH2:23]4)[NH:19][C:18]=3[C:38]3[CH:43]=[CH:42][CH:41]=[CH:40][N:39]=3)=[CH:16][C:11]=2[O:10][CH2:9]1.C(N(C(C)C)CC)(C)C. The catalyst is C1COCC1. The yield is 0.260.